From a dataset of Forward reaction prediction with 1.9M reactions from USPTO patents (1976-2016). Predict the product of the given reaction. (1) Given the reactants [CH3:1][NH:2][C:3]1[N:8]=[CH:7][N:6]=[C:5]([CH2:9][C:10]2[CH:15]=[CH:14][C:13]([NH:16][C:17]([NH:19][C:20]3[CH:25]=[CH:24][C:23]([CH3:26])=[CH:22][CH:21]=3)=[O:18])=[CH:12][CH:11]=2)[CH:4]=1.[CH2:27](C1C=CC(N=C=O)=CC=1)C, predict the reaction product. The product is: [CH2:26]([C:23]1[CH:22]=[CH:21][C:20]([NH:19][C:17]([NH:16][C:13]2[CH:12]=[CH:11][C:10]([CH2:9][C:5]3[CH:4]=[C:3]([NH:2][CH3:1])[N:8]=[CH:7][N:6]=3)=[CH:15][CH:14]=2)=[O:18])=[CH:25][CH:24]=1)[CH3:27]. (2) Given the reactants [C:1]([C:3]1[CH:4]=[CH:5][C:6]([OH:13])=[C:7]([CH:12]=1)[C:8]([O:10][CH3:11])=[O:9])#[N:2].[NH2:14][OH:15], predict the reaction product. The product is: [NH2:2][C:1](=[N:14][OH:15])[C:3]1[CH:4]=[CH:5][C:6]([OH:13])=[C:7]([CH:12]=1)[C:8]([O:10][CH3:11])=[O:9]. (3) Given the reactants [C:1]([N:5]1[C:15](=[O:16])[C:14]2[C:9](=[CH:10][CH:11]=[CH:12][C:13]=2[OH:17])[S:6]1(=[O:8])=[O:7])([CH3:4])([CH3:3])[CH3:2].C([O-])([O-])=O.[K+].[K+].Cl[CH:25]([F:27])[F:26], predict the reaction product. The product is: [C:1]([N:5]1[C:15](=[O:16])[C:14]2[C:9](=[CH:10][CH:11]=[CH:12][C:13]=2[O:17][CH:25]([F:27])[F:26])[S:6]1(=[O:8])=[O:7])([CH3:4])([CH3:2])[CH3:3]. (4) Given the reactants [N:1]1[C:9]2[CH:8]=[CH:7][N:6]=[CH:5][C:4]=2[NH:3][C:2]=1[C:10]1[CH:17]=[CH:16][C:13]([C:14]#[N:15])=[CH:12][CH:11]=1.[BH4-].[Na+], predict the reaction product. The product is: [N:1]1[C:9]2[CH:8]=[CH:7][N:6]=[CH:5][C:4]=2[NH:3][C:2]=1[C:10]1[CH:11]=[CH:12][C:13]([CH2:14][NH2:15])=[CH:16][CH:17]=1. (5) Given the reactants [F:1][C:2]([F:32])([C:18]1[CH:23]=[CH:22][C:21]([C:24]2[CH:29]=[CH:28][C:27]([O:30][CH3:31])=[CH:26][CH:25]=2)=[CH:20][CH:19]=1)[CH2:3][CH:4]1[CH2:8][CH:7]([CH2:9][S:10][C:11]2[CH:16]=[CH:15][CH:14]=[CH:13][CH:12]=2)[O:6][C:5]1=[O:17].C1C=CC(S)=CC=1.[Li]CCCC.C1C[O:48]CC1, predict the reaction product. The product is: [F:1][C:2]([F:32])([C:18]1[CH:23]=[CH:22][C:21]([C:24]2[CH:29]=[CH:28][C:27]([O:30][CH3:31])=[CH:26][CH:25]=2)=[CH:20][CH:19]=1)[CH2:3][CH:4]([CH2:8][CH:7]([OH:48])[CH2:9][S:10][C:11]1[CH:16]=[CH:15][CH:14]=[CH:13][CH:12]=1)[C:5]([OH:6])=[O:17].